This data is from Full USPTO retrosynthesis dataset with 1.9M reactions from patents (1976-2016). The task is: Predict the reactants needed to synthesize the given product. (1) Given the product [CH3:1][C@H:2]1[CH2:7][CH2:6][C@H:5]([C:8]([N:10]([C:11]2[CH:15]=[C:14]([C:16]3[CH:17]=[CH:18][C:19]([NH:22][C:23]([C:25]4[N:26]=[CH:27][S:28][CH:29]=4)=[O:24])=[CH:20][CH:21]=3)[S:13][C:12]=2[C:30]([O:32][C@@H:41]([C@@H:43]([C@@H:45]([CH2:47][OH:48])[OH:46])[OH:44])[C@@H:39]([OH:40])[CH2:38][NH:37][CH3:36])=[O:31])[CH:33]([CH3:35])[CH3:34])=[O:9])[CH2:4][CH2:3]1, predict the reactants needed to synthesize it. The reactants are: [CH3:1][C@H:2]1[CH2:7][CH2:6][C@H:5]([C:8]([N:10]([CH:33]([CH3:35])[CH3:34])[C:11]2[CH:15]=[C:14]([C:16]3[CH:21]=[CH:20][C:19]([NH:22][C:23]([C:25]4[N:26]=[CH:27][S:28][CH:29]=4)=[O:24])=[CH:18][CH:17]=3)[S:13][C:12]=2[C:30]([OH:32])=[O:31])=[O:9])[CH2:4][CH2:3]1.[CH3:36][NH:37][CH2:38][C@@H:39]([C@H:41]([C@@H:43]([C@@H:45]([CH2:47][OH:48])[OH:46])[OH:44])O)[OH:40]. (2) Given the product [C:6]([O:10][C:11](=[O:24])[NH:12][CH:13]([CH2:14][C:15]1[CH:20]=[CH:19][CH:18]=[CH:17][CH:16]=1)[CH:21]([OH:22])[CH2:23][NH:5][CH2:1][CH:2]([CH3:4])[CH3:3])([CH3:7])([CH3:8])[CH3:9], predict the reactants needed to synthesize it. The reactants are: [CH2:1]([NH2:5])[CH:2]([CH3:4])[CH3:3].[C:6]([O:10][C:11](=[O:24])[NH:12][CH:13]([CH:21]1[CH2:23][O:22]1)[CH2:14][C:15]1[CH:20]=[CH:19][CH:18]=[CH:17][CH:16]=1)([CH3:9])([CH3:8])[CH3:7]. (3) Given the product [Br:25][C:10]1[N:9]2[CH:13]=[C:14]([CH2:16][OH:17])[N:15]=[C:8]2[C:7]([N:4]2[CH2:3][CH2:2][O:1][CH2:6][CH2:5]2)=[N:12][CH:11]=1, predict the reactants needed to synthesize it. The reactants are: [O:1]1[CH2:6][CH2:5][N:4]([C:7]2[C:8]3[N:9]([CH:13]=[C:14]([CH2:16][OH:17])[N:15]=3)[CH:10]=[CH:11][N:12]=2)[CH2:3][CH2:2]1.C1C(=O)N([Br:25])C(=O)C1. (4) Given the product [NH2:4][C:5]1[C:6]([N+:15]([O-:17])=[O:16])=[C:7]([CH:11]=[CH:12][C:13]=1[CH3:14])[C:8]([OH:10])=[O:9], predict the reactants needed to synthesize it. The reactants are: C([NH:4][C:5]1[C:6]([N+:15]([O-:17])=[O:16])=[C:7]([CH:11]=[CH:12][C:13]=1[CH3:14])[C:8]([OH:10])=[O:9])(=O)C.Cl. (5) Given the product [C:3]([C:2]([NH:1][C:24]([C:21]1[CH:22]=[CH:23][C:18]([C:27]2[CH:28]=[CH:29][CH:30]=[CH:31][CH:32]=2)=[CH:19][CH:20]=1)=[O:25])([CH3:17])[CH2:5][N:6]1[N:10]=[C:9]2[CH:11]=[C:12]([Cl:16])[CH:13]=[C:14]([Cl:15])[C:8]2=[N:7]1)#[N:4], predict the reactants needed to synthesize it. The reactants are: [NH2:1][C:2]([CH3:17])([CH2:5][N:6]1[N:10]=[C:9]2[CH:11]=[C:12]([Cl:16])[CH:13]=[C:14]([Cl:15])[C:8]2=[N:7]1)[C:3]#[N:4].[C:18]1([C:27]2[CH:32]=[CH:31][CH:30]=[CH:29][CH:28]=2)[CH:23]=[CH:22][C:21]([C:24](Cl)=[O:25])=[CH:20][CH:19]=1. (6) The reactants are: [CH2:1]([O:3][C:4](=[O:29])[CH2:5][C:6]1[CH:11]=[C:10]([S:12][C:13]2[C:21]3[C:16](=[C:17]([F:23])[C:18]([Cl:22])=[CH:19][CH:20]=3)[NH:15][C:14]=2[CH3:24])[CH:9]=[CH:8][C:7]=1[C:25]([F:28])([F:27])[F:26])[CH3:2].I[C:31]1[CH:32]=[N:33][N:34]([CH2:36][CH2:37][CH3:38])[CH:35]=1. Given the product [CH2:1]([O:3][C:4](=[O:29])[CH2:5][C:6]1[CH:11]=[C:10]([S:12][C:13]2[C:21]3[C:16](=[C:17]([F:23])[C:18]([Cl:22])=[CH:19][CH:20]=3)[N:15]([C:31]3[CH:32]=[N:33][N:34]([CH2:36][CH2:37][CH3:38])[CH:35]=3)[C:14]=2[CH3:24])[CH:9]=[CH:8][C:7]=1[C:25]([F:28])([F:26])[F:27])[CH3:2], predict the reactants needed to synthesize it. (7) Given the product [Cl:8][C:7]1[C:2]([Cl:1])=[CH:3][C:4]([O:9][CH2:16][C:15]2[CH:18]=[CH:19][C:12]([O:11][CH3:10])=[CH:13][CH:14]=2)=[CH:5][N:6]=1, predict the reactants needed to synthesize it. The reactants are: [Cl:1][C:2]1[CH:3]=[C:4]([OH:9])[CH:5]=[N:6][C:7]=1[Cl:8].[CH3:10][O:11][C:12]1[CH:19]=[CH:18][C:15]([CH2:16]Cl)=[CH:14][CH:13]=1.C([O-])([O-])=O.[K+].[K+]. (8) Given the product [ClH:1].[NH:4]1[CH2:5][CH2:6][N:2]=[C:3]1[CH:7]=[CH:8][C:9]1[CH:10]=[CH:11][C:12]([NH:15][C:16]([C:18]2[CH:23]=[CH:22][C:21]([C:24]3[CH:25]=[CH:26][CH:27]=[CH:28][CH:29]=3)=[CH:20][CH:19]=2)=[O:17])=[CH:13][CH:14]=1, predict the reactants needed to synthesize it. The reactants are: [ClH:1].[NH:2]1[CH2:6][CH2:5][N:4]=[C:3]1/[CH:7]=[CH:8]/[C:9]1[CH:14]=[CH:13][C:12]([NH:15][C:16]([C:18]2[CH:23]=[CH:22][C:21]([C:24]3[CH:29]=[CH:28][CH:27]=[CH:26][CH:25]=3)=[CH:20][CH:19]=2)=[O:17])=[CH:11][CH:10]=1. (9) The reactants are: [NH2:1][CH2:2][CH2:3][S:4]([OH:7])(=O)=[O:5].C([O-])(=O)C.[K+].[C:13]1(=O)[O:18][C:16](=[O:17])[C:15]2=[CH:19][CH:20]=[CH:21][CH:22]=[C:14]12.P(Cl)(Cl)(Cl)(Cl)[Cl:25]. Given the product [O:17]=[C:16]1[C:15]2[C:14](=[CH:22][CH:21]=[CH:20][CH:19]=2)[C:13](=[O:18])[N:1]1[CH2:2][CH2:3][S:4]([Cl:25])(=[O:7])=[O:5], predict the reactants needed to synthesize it.